This data is from Reaction yield outcomes from USPTO patents with 853,638 reactions. The task is: Predict the reaction yield, written as a fraction of the theoretical maximum amount of product (1.0 means a 100% yield; for example, 0.34 means a 34% yield). (1) The reactants are [N:1]1[C:10]2[C:5](=[CH:6][CH:7]=[CH:8][N:9]=2)[CH:4]=[CH:3][C:2]=1[CH:11]=O.[C:13]([CH2:15][C:16]([NH:18][C@H:19]([C:23]1[CH:28]=[CH:27][CH:26]=[CH:25][CH:24]=1)[CH2:20][CH2:21][CH3:22])=[O:17])#[N:14].NCCC(O)=O.CC(O)C. The catalyst is O. The product is [C:13](/[C:15](=[CH:11]\[C:2]1[CH:3]=[CH:4][C:5]2[C:10](=[N:9][CH:8]=[CH:7][CH:6]=2)[N:1]=1)/[C:16]([NH:18][C@H:19]([C:23]1[CH:24]=[CH:25][CH:26]=[CH:27][CH:28]=1)[CH2:20][CH2:21][CH3:22])=[O:17])#[N:14]. The yield is 0.410. (2) The reactants are [CH3:1][O:2][C:3]1[CH:4]=[C:5](B(O)O)[CH:6]=[CH:7][CH:8]=1.Br[C:13]1[CH:14]=[CH:15][C:16]([F:22])=[C:17]([N+:19]([O-:21])=[O:20])[CH:18]=1.C(=O)([O-])[O-].[Na+].[Na+]. The catalyst is C1(C)C=CC=CC=1.O.C1C=CC([P]([Pd]([P](C2C=CC=CC=2)(C2C=CC=CC=2)C2C=CC=CC=2)([P](C2C=CC=CC=2)(C2C=CC=CC=2)C2C=CC=CC=2)[P](C2C=CC=CC=2)(C2C=CC=CC=2)C2C=CC=CC=2)(C2C=CC=CC=2)C2C=CC=CC=2)=CC=1. The product is [F:22][C:16]1[CH:15]=[CH:14][C:13]([C:5]2[CH:6]=[CH:7][CH:8]=[C:3]([O:2][CH3:1])[CH:4]=2)=[CH:18][C:17]=1[N+:19]([O-:21])=[O:20]. The yield is 0.770. (3) The product is [F:17][C:11]1[CH:12]=[CH:13][CH:14]=[C:15]([F:16])[C:10]=1[CH2:9][NH:8][C:6]1[C:5]([C:18]2[CH:23]=[CH:22][CH:21]=[CH:20][C:19]=2[N+:24]([O-:26])=[O:25])=[CH:4][N:3]=[C:2]([N:36]2[CH2:37][CH2:38][CH:33]([N:27]3[CH2:28][CH2:29][CH2:30][CH2:31][CH2:32]3)[CH2:39][CH2:35]2)[N:7]=1. The reactants are Cl[C:2]1[N:7]=[C:6]([NH:8][CH2:9][C:10]2[C:15]([F:16])=[CH:14][CH:13]=[CH:12][C:11]=2[F:17])[C:5]([C:18]2[CH:23]=[CH:22][CH:21]=[CH:20][C:19]=2[N+:24]([O-:26])=[O:25])=[CH:4][N:3]=1.[N:27]1([C:33]2[CH:38]=[CH:37][N:36]=[CH:35]N=2)[CH2:32][CH2:31][CH2:30][CH2:29][CH2:28]1.[CH2:39](N(CC)CC)C.C(=O)([O-])O.[Na+]. The catalyst is CN(C=O)C. The yield is 0.760. (4) The reactants are [H-].[Na+].Cl[C:4]1[C:13]2[C:8](=[CH:9][CH:10]=[C:11]([C:14]3[CH:19]=[CH:18][C:17]([F:20])=[CH:16][CH:15]=3)[CH:12]=2)[N:7]=[CH:6][N:5]=1.[CH2:21]([OH:23])[CH3:22]. No catalyst specified. The product is [CH2:21]([O:23][C:4]1[C:13]2[C:8](=[CH:9][CH:10]=[C:11]([C:14]3[CH:19]=[CH:18][C:17]([F:20])=[CH:16][CH:15]=3)[CH:12]=2)[N:7]=[CH:6][N:5]=1)[CH3:22]. The yield is 0.880. (5) The reactants are [F:1][C:2]1[CH:3]=[C:4]([C:8]2[CH:9]=[C:10]([CH3:18])[C:11]([CH3:17])=[C:12]([CH:16]=2)[C:13]([OH:15])=O)[CH:5]=[CH:6][CH:7]=1.C(Cl)(=O)C(Cl)=O.[NH2:25][C:26]1[C:27]([CH3:34])=[C:28]([OH:33])[CH:29]=[CH:30][C:31]=1[F:32].C([O-])([O-])=O.[Na+].[Na+]. The catalyst is C(Cl)Cl.C1COCC1.CN(C=O)C. The product is [F:32][C:31]1[C:26]([NH:25][C:13](=[O:15])[C:12]2[CH:16]=[C:8]([C:4]3[CH:5]=[CH:6][CH:7]=[C:2]([F:1])[CH:3]=3)[CH:9]=[C:10]([CH3:18])[C:11]=2[CH3:17])=[C:27]([CH3:34])[C:28]([OH:33])=[CH:29][CH:30]=1. The yield is 0.400. (6) The reactants are [NH:1]1[CH2:6][CH2:5][CH2:4][CH2:3][CH2:2]1.[CH3:7][C:8]1[CH:15]=[CH:14][CH:13]=[CH:12][C:9]=1[CH:10]=O.C([Cl:19])(=O)C. No catalyst specified. The product is [Cl-:19].[CH3:7][C:8]1[CH:15]=[CH:14][CH:13]=[CH:12][C:9]=1[CH:10]=[N+:1]1[CH2:6][CH2:5][CH2:4][CH2:3][CH2:2]1. The yield is 0.650. (7) The reactants are [CH3:1][O:2][C:3]([C:5]1[C:10]([SH:11])=[N:9][CH:8]=[CH:7][N:6]=1)=[O:4].I[CH:13]([CH3:15])[CH3:14]. No catalyst specified. The product is [CH3:1][O:2][C:3]([C:5]1[C:10]([S:11][CH:13]([CH3:15])[CH3:14])=[N:9][CH:8]=[CH:7][N:6]=1)=[O:4]. The yield is 0.610. (8) The reactants are [Cl:1][C:2]1[CH:9]=[C:8]([O:10][C:11]2[CH:16]=[CH:15][C:14]([CH:17]=[O:18])=[CH:13][CH:12]=2)[CH:7]=[CH:6][C:3]=1[C:4]#[N:5].C([O-])([O-])=[O:20].[K+].[K+].OO.O. The catalyst is CS(C)=O. The product is [Cl:1][C:2]1[CH:9]=[C:8]([O:10][C:11]2[CH:16]=[CH:15][C:14]([CH:17]=[O:18])=[CH:13][CH:12]=2)[CH:7]=[CH:6][C:3]=1[C:4]([NH2:5])=[O:20]. The yield is 0.990.